From a dataset of Forward reaction prediction with 1.9M reactions from USPTO patents (1976-2016). Predict the product of the given reaction. (1) Given the reactants [C:1]([C:3]1[CH:4]=[C:5]([S:23]([N:26](CC2C=CC(OC)=CC=2OC)[C:27]2[CH:32]=[CH:31][N:30]=[CH:29][N:28]=2)(=[O:25])=[O:24])[CH:6]=[CH:7][C:8]=1[O:9][C@H:10]1[CH2:16][CH2:15][CH2:14][CH2:13][CH2:12][C@@H:11]1[C:17]1[N:21]([CH3:22])[N:20]=[CH:19][CH:18]=1)#[N:2].C([SiH](CC)CC)C.FC(F)(F)C(O)=O, predict the reaction product. The product is: [C:1]([C:3]1[CH:4]=[C:5]([S:23]([NH:26][C:27]2[CH:32]=[CH:31][N:30]=[CH:29][N:28]=2)(=[O:24])=[O:25])[CH:6]=[CH:7][C:8]=1[O:9][C@H:10]1[CH2:16][CH2:15][CH2:14][CH2:13][CH2:12][C@@H:11]1[C:17]1[N:21]([CH3:22])[N:20]=[CH:19][CH:18]=1)#[N:2]. (2) Given the reactants [CH3:1][C@H:2]([OH:5])[C:3]#[CH:4].Br[C:7]1[N:12]=[C:11]2[N:13]([C@@H:19]3[C:27]4[C:22](=[CH:23][C:24]([C:28]5[CH:33]=[CH:32][CH:31]=[CH:30][C:29]=5[C:34]5[N:38](C(C6C=CC=CC=6)(C6C=CC=CC=6)C6C=CC=CC=6)[N:37]=[N:36][N:35]=5)=[CH:25][CH:26]=4)[CH2:21][CH2:20]3)[C:14]([CH2:16][CH2:17][CH3:18])=[N:15][C:10]2=[C:9]([CH3:58])[CH:8]=1, predict the reaction product. The product is: [NH:38]1[C:34]([C:29]2[CH:30]=[CH:31][CH:32]=[CH:33][C:28]=2[C:24]2[CH:23]=[C:22]3[C:27](=[CH:26][CH:25]=2)[C@@H:19]([N:13]2[C:11]4=[N:12][C:7]([CH2:4][CH2:3][C@@H:2]([OH:5])[CH3:1])=[CH:8][C:9]([CH3:58])=[C:10]4[N:15]=[C:14]2[CH2:16][CH2:17][CH3:18])[CH2:20][CH2:21]3)=[N:35][N:36]=[N:37]1. (3) Given the reactants [CH2:1]([NH2:9])[CH2:2][C:3]1[CH:8]=[CH:7][CH:6]=[CH:5][CH:4]=1.C(=O)([O-])[O-].[Na+].[Na+].Cl[C:17]([O:19][CH2:20][CH3:21])=[O:18], predict the reaction product. The product is: [CH2:1]([NH:9][C:17](=[O:18])[O:19][CH2:20][CH3:21])[CH2:2][C:3]1[CH:8]=[CH:7][CH:6]=[CH:5][CH:4]=1. (4) Given the reactants C(O[N:9]([C:12]1[CH:17]=[C:16]([C@@H:18]2[CH2:20][O:19]2)[CH:15]=[CH:14][CH:13]=1)[CH:10]=[O:11])C1C=CC=CC=1.[CH2:21]([NH:28][CH2:29][CH2:30][CH2:31][CH2:32][CH2:33][CH2:34][O:35][CH2:36][CH2:37][C:38]#[CH:39])[C:22]1[CH:27]=[CH:26][CH:25]=[CH:24][CH:23]=1, predict the reaction product. The product is: [CH2:21]([N:28]([CH2:29][CH2:30][CH2:31][CH2:32][CH2:33][CH2:34][O:35][CH2:36][CH2:37][C:38]#[CH:39])[CH2:20][C@@H:18]([C:16]1[CH:15]=[CH:14][C:13]([O:19][CH2:18][C:16]2[CH:17]=[CH:12][CH:13]=[CH:14][CH:15]=2)=[C:12]([NH:9][CH:10]=[O:11])[CH:17]=1)[OH:19])[C:22]1[CH:27]=[CH:26][CH:25]=[CH:24][CH:23]=1.